Dataset: Forward reaction prediction with 1.9M reactions from USPTO patents (1976-2016). Task: Predict the product of the given reaction. (1) Given the reactants F[B-](F)(F)F.[CH3:6][O:7][C:8]1[CH:13]=[CH:12][C:11]([C:14]2[C:27]3[CH2:26][CH2:25][C:24]4[CH:28]=[CH:29][CH:30]=[CH:31][C:23]=4[C:22]=3[O+]=[C:20]3[C:15]=2[CH2:16][CH2:17][C:18]2[CH:35]=[CH:34][CH:33]=[CH:32][C:19]=23)=[CH:10][CH:9]=1.[NH3:36], predict the reaction product. The product is: [CH3:6][O:7][C:8]1[CH:13]=[CH:12][C:11]([C:14]2[C:27]3[CH2:26][CH2:25][C:24]4[CH:28]=[CH:29][CH:30]=[CH:31][C:23]=4[C:22]=3[N:36]=[C:20]3[C:15]=2[CH2:16][CH2:17][C:18]2[CH:35]=[CH:34][CH:33]=[CH:32][C:19]=23)=[CH:10][CH:9]=1. (2) Given the reactants FC(F)(F)C(O)=O.C([CH:15]([N:19](C(OC(C)(C)C)=O)[CH2:20][CH2:21][O:22][CH2:23][CH2:24][O:25][CH3:26])[C:16]([O-:18])=[O:17])C1C=CC=CC=1.C(=O)([O-])[O-].[Na+].[Na+].C(C(NCCOCCOC)C([O-])=O)C1C=CC=CC=1, predict the reaction product. The product is: [CH3:26][O:25][CH2:24][CH2:23][O:22][CH2:21][CH2:20][NH:19][CH2:15][C:16]([OH:18])=[O:17]. (3) Given the reactants [CH3:1][C:2]1[C:6]([C:7]2[CH:16]=[C:15]3[C:10]([C:11](O)=[C:12]([C:17]([O:19][CH2:20][CH3:21])=[O:18])[CH:13]=[N:14]3)=[CH:9][CH:8]=2)=[C:5]([CH3:23])[O:4][N:3]=1.S(Cl)([Cl:26])=O, predict the reaction product. The product is: [CH3:1][C:2]1[C:6]([C:7]2[CH:16]=[C:15]3[C:10]([C:11]([Cl:26])=[C:12]([C:17]([O:19][CH2:20][CH3:21])=[O:18])[CH:13]=[N:14]3)=[CH:9][CH:8]=2)=[C:5]([CH3:23])[O:4][N:3]=1. (4) The product is: [Br:3][C:4]1[CH:9]=[CH:8][C:7]([O:10][CH3:12])=[C:6]([I:11])[CH:5]=1. Given the reactants IC.[Br:3][C:4]1[CH:9]=[CH:8][C:7]([OH:10])=[C:6]([I:11])[CH:5]=1.[C:12](=O)([O-])[O-].[K+].[K+], predict the reaction product. (5) Given the reactants Cl[C:2]1[C:3]2[C:10]([CH3:11])=[C:9]([Cl:12])[S:8][C:4]=2[N:5]=[CH:6][N:7]=1.[NH2:13][C:14]1[CH:22]=[CH:21][C:17]([C:18]([NH2:20])=[O:19])=[CH:16][C:15]=1[O:23][CH:24]([CH3:26])[CH3:25], predict the reaction product. The product is: [Cl:12][C:9]1[S:8][C:4]2[N:5]=[CH:6][N:7]=[C:2]([NH:13][C:14]3[CH:22]=[CH:21][C:17]([C:18]([NH2:20])=[O:19])=[CH:16][C:15]=3[O:23][CH:24]([CH3:26])[CH3:25])[C:3]=2[C:10]=1[CH3:11].